From a dataset of Full USPTO retrosynthesis dataset with 1.9M reactions from patents (1976-2016). Predict the reactants needed to synthesize the given product. (1) Given the product [CH3:19][C:5]1[C:4]([C:20]2[CH:25]=[CH:24][CH:23]=[CH:22][CH:21]=2)=[CH:8][CH2:7][C:6]=1[C:9]1[CH:10]=[CH:11][CH:12]=[C:13]2[C:18]=1[N:17]=[CH:16][CH:15]=[CH:14]2, predict the reactants needed to synthesize it. The reactants are: O.Cl.O[C:4]1([C:20]2[CH:25]=[CH:24][CH:23]=[CH:22][CH:21]=2)[CH2:8][CH2:7][C:6]([C:9]2[CH:10]=[CH:11][CH:12]=[C:13]3[C:18]=2[N:17]=[CH:16][CH:15]=[CH:14]3)=[C:5]1[CH3:19].N. (2) The reactants are: Br[C:2]1[CH:7]=[CH:6][CH:5]=[C:4](/[CH:8]=[CH:9]/[O:10][CH3:11])[C:3]=1[O:12][CH3:13].[Li]CCCC.[B:19](OC(C)C)([O:24]C(C)C)[O:20]C(C)C. Given the product [CH3:13][O:12][C:3]1[C:4](/[CH:8]=[CH:9]/[O:10][CH3:11])=[CH:5][CH:6]=[CH:7][C:2]=1[B:19]([OH:24])[OH:20], predict the reactants needed to synthesize it. (3) Given the product [Cl:10][C:9]1[CH:8]=[CH:7][C:5]([N:6]2[CH:32]=[C:22]([CH2:21][OH:20])[N:23]=[CH:26]2)=[CH:4][C:3]=1[C:2]([F:1])([F:11])[F:12].[CH3:31][CH2:30][O:29][C:27]([CH3:26])=[O:28].[O:35]([CH:8]([CH3:7])[CH3:9])[CH:32]([CH3:33])[CH3:13], predict the reactants needed to synthesize it. The reactants are: [F:1][C:2]([F:12])([F:11])[C:3]1[CH:4]=[C:5]([CH:7]=[CH:8][C:9]=1[Cl:10])[NH2:6].[CH:13]([O:20][CH2:21][CH3:22])(OCC)OCC.[N+:23]([CH2:26][C:27]([O:29][CH2:30][CH3:31])=[O:28])([O-])=O.[C:32]([OH:35])(=O)[CH3:33].